The task is: Predict the reaction yield, written as a fraction of the theoretical maximum amount of product (1.0 means a 100% yield; for example, 0.34 means a 34% yield).. This data is from Reaction yield outcomes from USPTO patents with 853,638 reactions. The reactants are Cl.Cl[C:3]1[N:16]2[C:7](=[N:8][C:9]3[C:14]([C:15]2=[O:17])=[C:13]([F:18])[CH:12]=[CH:11][CH:10]=3)[C:6]2[CH:19]=[CH:20][N:21]([S:22]([C:25]3[CH:30]=[CH:29][C:28]([CH3:31])=[CH:27][CH:26]=3)(=[O:24])=[O:23])[C:5]=2[N:4]=1.Cl.[NH2:33][C:34]1[CH:35]=[C:36]([NH:42][C:43](=[O:48])[CH2:44][N:45]([CH3:47])[CH3:46])[CH:37]=[CH:38][C:39]=1[O:40][CH3:41].[CH3:49][NH2:50]. The catalyst is C1COCC1.FC(F)(F)CO. The product is [CH3:46][N:45]([CH3:47])[CH2:44][C:43]([NH:42][C:36]1[CH:37]=[CH:38][C:39]([O:40][CH3:41])=[C:34]([NH:33][C:3]2[N:16]=[C:7]([NH:8][C:9]3[CH:10]=[CH:11][CH:12]=[C:13]([F:18])[C:14]=3[C:15]([NH:50][CH3:49])=[O:17])[C:6]3[CH:19]=[CH:20][N:21]([S:22]([C:25]4[CH:26]=[CH:27][C:28]([CH3:31])=[CH:29][CH:30]=4)(=[O:24])=[O:23])[C:5]=3[N:4]=2)[CH:35]=1)=[O:48]. The yield is 0.880.